This data is from Reaction yield outcomes from USPTO patents with 853,638 reactions. The task is: Predict the reaction yield, written as a fraction of the theoretical maximum amount of product (1.0 means a 100% yield; for example, 0.34 means a 34% yield). (1) The reactants are [Cl:1][C:2]1[S:6][C:5]([C:7]([OH:9])=O)=[CH:4][C:3]=1[C:10]1[N:14]([CH3:15])[N:13]=[CH:12][CH:11]=1.[NH2:16][C@@H:17]([CH2:30][C:31]1[CH:36]=[CH:35][CH:34]=[C:33]([C:37]([F:40])([F:39])[F:38])[CH:32]=1)[CH2:18][N:19]1[C:27](=[O:28])[C:26]2[C:21](=[CH:22][CH:23]=[CH:24][CH:25]=2)[C:20]1=[O:29].C1CN([P+](Br)(N2CCCC2)N2CCCC2)CC1.F[P-](F)(F)(F)(F)F.CCN(C(C)C)C(C)C. The catalyst is C(Cl)(Cl)Cl. The product is [Cl:1][C:2]1[S:6][C:5]([C:7]([NH:16][C@@H:17]([CH2:30][C:31]2[CH:36]=[CH:35][CH:34]=[C:33]([C:37]([F:40])([F:38])[F:39])[CH:32]=2)[CH2:18][N:19]2[C:20](=[O:29])[C:21]3[C:26](=[CH:25][CH:24]=[CH:23][CH:22]=3)[C:27]2=[O:28])=[O:9])=[CH:4][C:3]=1[C:10]1[N:14]([CH3:15])[N:13]=[CH:12][CH:11]=1. The yield is 0.690. (2) The reactants are [N:1]1([S:6]([C:9]2[CH:10]=[C:11]([CH:16]=[CH:17][CH:18]=2)[C:12](OC)=[O:13])(=[O:8])=[O:7])[CH2:5][CH2:4][CH2:3][CH2:2]1.[NH2:19][NH2:20]. The catalyst is CO. The product is [N:1]1([S:6]([C:9]2[CH:10]=[C:11]([CH:16]=[CH:17][CH:18]=2)[C:12]([NH:19][NH2:20])=[O:13])(=[O:8])=[O:7])[CH2:5][CH2:4][CH2:3][CH2:2]1. The yield is 0.711. (3) The reactants are Cl.[NH2:2][OH:3].C([O-])(=O)C.[Na+].[Br:9][C:10]1[CH:11]=[CH:12][C:13]2[C:21]3[C:20](=O)[CH2:19][CH2:18][CH2:17][C:16]=3[N:15]([CH3:23])[C:14]=2[N:24]=1. The catalyst is CCO.O. The product is [Br:9][C:10]1[CH:11]=[CH:12][C:13]2[C:21]3[C:20](=[N:2][OH:3])[CH2:19][CH2:18][CH2:17][C:16]=3[N:15]([CH3:23])[C:14]=2[N:24]=1. The yield is 0.870. (4) The reactants are [CH3:1][C:2]([S@@:5]([NH2:7])=[O:6])([CH3:4])[CH3:3].[Cl:8][C:9]1[CH:10]=[C:11]([CH2:16][CH2:17][C:18](=O)[CH3:19])[CH:12]=[CH:13][C:14]=1[Cl:15].CCC(C)[BH-](C(C)CC)C(C)CC.[Li+].CO. The catalyst is C1COCC1.C(=O)=O.C(O[Ti](OCC)(OCC)OCC)C. The product is [Cl:8][C:9]1[CH:10]=[C:11]([CH2:16][CH2:17][C@H:18]([NH:7][S@:5]([C:2]([CH3:4])([CH3:3])[CH3:1])=[O:6])[CH3:19])[CH:12]=[CH:13][C:14]=1[Cl:15]. The yield is 0.596. (5) The reactants are [CH3:1][N:2]1[C:7]2=[N:8][C:9]([C:14]([O:16]CC)=O)=[C:10]([OH:13])[C:11](=[O:12])[N:6]2[CH2:5][C:4](=[O:19])[N:3]1[CH3:20].[F:21][C:22]1[CH:29]=[CH:28][C:25]([CH2:26][NH2:27])=[CH:24][C:23]=1[CH3:30]. No catalyst specified. The product is [F:21][C:22]1[CH:29]=[CH:28][C:25]([CH2:26][NH:27][C:14]([C:9]2[N:8]=[C:7]3[N:6]([C:11](=[O:12])[C:10]=2[OH:13])[CH2:5][C:4](=[O:19])[N:3]([CH3:20])[N:2]3[CH3:1])=[O:16])=[CH:24][C:23]=1[CH3:30]. The yield is 0.790. (6) The reactants are [CH2:1]([N:3]1[C:11]2[C:10]([S:12][C:13]3[CH:18]=[CH:17][C:16]([O:19][CH3:20])=[CH:15][CH:14]=3)=[CH:9][N:8]=[CH:7][C:6]=2[N:5]=[C:4]1[C:21]1[C:22]([NH2:26])=[N:23][O:24][N:25]=1)[CH3:2].C1C=C(Cl)C=C(C(OO)=[O:35])C=1. The catalyst is ClCCl.C(OCC)(=O)C. The product is [CH2:1]([N:3]1[C:11]2[C:10]([S:12]([C:13]3[CH:18]=[CH:17][C:16]([O:19][CH3:20])=[CH:15][CH:14]=3)=[O:35])=[CH:9][N:8]=[CH:7][C:6]=2[N:5]=[C:4]1[C:21]1[C:22]([NH2:26])=[N:23][O:24][N:25]=1)[CH3:2]. The yield is 0.680.